Dataset: Full USPTO retrosynthesis dataset with 1.9M reactions from patents (1976-2016). Task: Predict the reactants needed to synthesize the given product. (1) Given the product [CH3:1][CH2:2][CH2:3][CH2:4][C:5]([O:7][C@@H:8]1[C@@:12]2([CH3:26])[CH2:13][CH2:14][C@@H:15]3[C:20]4[CH:21]=[CH:22][C:23]([O:25][C:44]([CH2:43][CH2:42][CH2:41][CH3:40])=[O:45])=[CH:24][C:19]=4[CH2:18][CH2:17][C@H:16]3[C@@H:11]2[CH2:10][CH2:9]1)=[O:6], predict the reactants needed to synthesize it. The reactants are: [CH3:1][CH2:2][CH2:3][CH2:4][C:5]([O:7][C@@H:8]1[C@@:12]2([CH3:26])[CH2:13][CH2:14][C@@H:15]3[C:20]4[CH:21]=[CH:22][C:23]([OH:25])=[CH:24][C:19]=4[CH2:18][CH2:17][C@H:16]3[C@@H:11]2[CH2:10][CH2:9]1)=[O:6].C[C@@]12[C@@H:44]([OH:45])[CH2:43][CH2:42][C@H:41]1[C@H:40]1[C@@H](C3C=CC(O)=CC=3CC1)CC2.C(OC(=O)CCCC)(=O)CCCC. (2) Given the product [CH3:1][N:2]([CH:3]([C:5]1[N:14]([C:15]2[CH:16]=[CH:17][CH:18]=[CH:19][CH:20]=2)[C:13](=[O:21])[C:12]2[C:7](=[CH:8][CH:9]=[CH:10][CH:11]=2)[N:6]=1)[CH3:4])[S:28]([C:22]1[CH:27]=[CH:26][CH:25]=[CH:24][CH:23]=1)(=[O:30])=[O:29], predict the reactants needed to synthesize it. The reactants are: [CH3:1][NH:2][CH:3]([C:5]1[N:14]([C:15]2[CH:20]=[CH:19][CH:18]=[CH:17][CH:16]=2)[C:13](=[O:21])[C:12]2[C:7](=[CH:8][CH:9]=[CH:10][CH:11]=2)[N:6]=1)[CH3:4].[C:22]1([S:28](Cl)(=[O:30])=[O:29])[CH:27]=[CH:26][CH:25]=[CH:24][CH:23]=1.